From a dataset of Reaction yield outcomes from USPTO patents with 853,638 reactions. Predict the reaction yield, written as a fraction of the theoretical maximum amount of product (1.0 means a 100% yield; for example, 0.34 means a 34% yield). (1) The reactants are Br[C:2]1[CH:23]=[CH:22][C:5]2[C:6]3[N:7]([CH:11]=[C:12]([C:14]4[N:18]([CH:19]([CH3:21])[CH3:20])[N:17]=[CH:16][N:15]=4)[N:13]=3)[CH2:8][CH2:9][O:10][C:4]=2[CH:3]=1.[Si:24]([O:31][C:32]([CH3:45])([CH3:44])[CH2:33][N:34]1[CH:38]=[C:37]([Sn](C)(C)C)[N:36]=[C:35]1[CH3:43])([C:27]([CH3:30])([CH3:29])[CH3:28])([CH3:26])[CH3:25]. The catalyst is O1CCOCC1.C1C=CC([P]([Pd]([P](C2C=CC=CC=2)(C2C=CC=CC=2)C2C=CC=CC=2)([P](C2C=CC=CC=2)(C2C=CC=CC=2)C2C=CC=CC=2)[P](C2C=CC=CC=2)(C2C=CC=CC=2)C2C=CC=CC=2)(C2C=CC=CC=2)C2C=CC=CC=2)=CC=1. The product is [Si:24]([O:31][C:32]([CH3:45])([CH3:44])[CH2:33][N:34]1[CH:38]=[C:37]([C:2]2[CH:23]=[CH:22][C:5]3[C:6]4[N:7]([CH:11]=[C:12]([C:14]5[N:18]([CH:19]([CH3:21])[CH3:20])[N:17]=[CH:16][N:15]=5)[N:13]=4)[CH2:8][CH2:9][O:10][C:4]=3[CH:3]=2)[N:36]=[C:35]1[CH3:43])([C:27]([CH3:30])([CH3:29])[CH3:28])([CH3:26])[CH3:25]. The yield is 0.460. (2) The reactants are [S:1]1[C:5]2[CH:6]=[CH:7][CH:8]=[CH:9][C:4]=2[N:3]=[C:2]1[S:10][CH2:11][C:12]([OH:14])=O.[CH3:15][C:16]1[CH:17]=[C:18]2[C:23](=[CH:24][CH:25]=1)[NH:22][CH2:21][CH2:20][CH2:19]2. No catalyst specified. The product is [S:1]1[C:5]2[CH:6]=[CH:7][CH:8]=[CH:9][C:4]=2[N:3]=[C:2]1[S:10][CH2:11][C:12]([N:22]1[C:23]2[C:18](=[CH:17][C:16]([CH3:15])=[CH:25][CH:24]=2)[CH2:19][CH2:20][CH2:21]1)=[O:14]. The yield is 0.850. (3) The reactants are [Br:1][C:2]1[CH:3]=[C:4]([CH2:9][C:10]([O:12][CH2:13][CH3:14])=[O:11])[CH:5]=[CH:6][C:7]=1[OH:8].CO.S(Cl)([Cl:20])(=O)=O. The catalyst is C(Cl)Cl. The product is [Br:1][C:2]1[CH:3]=[C:4]([CH2:9][C:10]([O:12][CH2:13][CH3:14])=[O:11])[CH:5]=[C:6]([Cl:20])[C:7]=1[OH:8]. The yield is 0.600. (4) No catalyst specified. The reactants are Br[C:2]1[CH:3]=[C:4]2[C:8](=[CH:9][CH:10]=1)[N:7]([CH:11]1C[CH2:15][CH2:14][CH2:13][O:12]1)[N:6]=[C:5]2[C:17]1[CH:22]=[CH:21][C:20]([F:23])=[CH:19][CH:18]=1.C([Li])CCC.CCCCCC.[C:35]1([CH2:41][CH:42]=[O:43])[CH:40]=[CH:39][CH:38]=[CH:37][CH:36]=1. The yield is 0.440. The product is [F:23][C:20]1[CH:21]=[CH:22][C:17]([C:5]2[C:4]3[C:8](=[CH:9][CH:10]=[C:2]([CH:42]([OH:43])[CH2:41][C:35]4[CH:40]=[CH:39][CH:38]=[CH:37][CH:36]=4)[CH:3]=3)[N:7]([CH:11]3[CH2:15][CH2:14][CH2:13][O:12]3)[N:6]=2)=[CH:18][CH:19]=1. (5) The reactants are [I:1][C:2]1[CH:3]=[C:4]([NH:9][NH2:10])[CH:5]=[CH:6][C:7]=1[CH3:8].[CH3:11][C:12]([CH3:19])([CH3:18])[C:13](=O)[CH2:14][C:15]#[N:16].Cl.[OH-].[Na+]. The catalyst is CCO. The product is [C:12]([C:13]1[CH:14]=[C:15]([NH2:16])[N:9]([C:4]2[CH:5]=[CH:6][C:7]([CH3:8])=[C:2]([I:1])[CH:3]=2)[N:10]=1)([CH3:19])([CH3:18])[CH3:11]. The yield is 0.860. (6) The reactants are [CH3:1][C:2]1[CH:3]=[CH:4][CH:5]=[C:6]2[C:11]=1[C:10](=[O:12])[N:9]([C:13]1[CH:18]=[CH:17][CH:16]=[CH:15][C:14]=1[CH3:19])[C:8]([CH:20]=[O:21])=[CH:7]2.O.[CH2:23]1COCC1. No catalyst specified. The product is [OH:21][CH:20]([C:8]1[N:9]([C:13]2[CH:18]=[CH:17][CH:16]=[CH:15][C:14]=2[CH3:19])[C:10](=[O:12])[C:11]2[C:6]([CH:7]=1)=[CH:5][CH:4]=[CH:3][C:2]=2[CH3:1])[CH3:23]. The yield is 0.710. (7) The reactants are [N+]([C:4]1([C:12]#[N:13])[CH:11]=[CH:10][CH:9]=[CH:8][CH:5]1[C:6]#[N:7])([O-])=O.[NH2:14][C:15]1[CH:20]=[CH:19][CH:18]=[CH:17][C:16]=1[OH:21]. No catalyst specified. The product is [NH2:14][C:15]1[CH:20]=[CH:19][CH:18]=[CH:17][C:16]=1[O:21][C:11]1[CH:10]=[CH:9][CH:8]=[C:5]([C:6]#[N:7])[C:4]=1[C:12]#[N:13]. The yield is 0.850. (8) The reactants are [CH:1]1[C:11]2[CH2:10][CH2:9][C:8]3[CH:12]=[CH:13][CH:14]=[CH:15][C:7]=3[C:6](=[CH:16][C:17]3[CH:22]=[CH:21][C:20]([NH2:23])=[CH:19][CH:18]=3)[C:5]=2[CH:4]=[CH:3][CH:2]=1.[CH3:24][N:25]([CH3:30])[S:26](Cl)(=[O:28])=[O:27]. No catalyst specified. The product is [CH:1]1[C:11]2[CH2:10][CH2:9][C:8]3[CH:12]=[CH:13][CH:14]=[CH:15][C:7]=3[C:6](=[CH:16][C:17]3[CH:22]=[CH:21][C:20]([NH:23][S:26](=[O:28])(=[O:27])[N:25]([CH3:30])[CH3:24])=[CH:19][CH:18]=3)[C:5]=2[CH:4]=[CH:3][CH:2]=1. The yield is 0.610.